From a dataset of Forward reaction prediction with 1.9M reactions from USPTO patents (1976-2016). Predict the product of the given reaction. (1) Given the reactants [NH2:1][C@@H:2]([CH2:28][OH:29])[C:3]([NH:5][C@@H:6]([CH2:11][C:12]1[CH:17]=[CH:16][C:15]([O:18][CH3:19])=[C:14]([O:20][CH2:21][C:22]2[CH:27]=[CH:26][CH:25]=[CH:24][CH:23]=2)[CH:13]=1)[C:7]([O:9][CH3:10])=[O:8])=[O:4].[O:30]1[CH2:35][CH2:34][N:33]([CH2:36][C:37](O)=[O:38])[CH2:32][CH2:31]1.CN(C(ON1N=NC2C=CC=NC1=2)=[N+](C)C)C.F[P-](F)(F)(F)(F)F.CCN(C(C)C)C(C)C, predict the reaction product. The product is: [CH2:21]([O:20][C:14]1[CH:13]=[C:12]([CH2:11][C@H:6]([NH:5][C:3](=[O:4])[C@@H:2]([NH:1][C:37](=[O:38])[CH2:36][N:33]2[CH2:34][CH2:35][O:30][CH2:31][CH2:32]2)[CH2:28][OH:29])[C:7]([O:9][CH3:10])=[O:8])[CH:17]=[CH:16][C:15]=1[O:18][CH3:19])[C:22]1[CH:23]=[CH:24][CH:25]=[CH:26][CH:27]=1. (2) Given the reactants [F:1][C:2]([F:30])([F:29])[O:3][C:4]1[CH:9]=[CH:8][C:7]([N:10]2[CH:14]=[N:13][C:12]([C:15]3[CH:20]=[CH:19][C:18](/[C:21](/[CH3:28])=C/C(N=[N+]=[N-])=O)=[CH:17][CH:16]=3)=[N:11]2)=[CH:6][CH:5]=1.[CH:31]([C:34]1[CH:39]=[CH:38][CH:37]=[CH:36][C:35]=1[NH:40][C:41]([NH2:43])=[S:42])([CH3:33])[CH3:32].[C:44](=[O:47])([O-])[O-].[Cs+].[Cs+].[C:50]([O-:53])(=O)[CH3:51].[Na+].BrCC(OC)=O.[C:61](#[N:63])C, predict the reaction product. The product is: [CH:31]([C:34]1[CH:39]=[CH:38][CH:37]=[CH:36][C:35]=1[N:40]1[C:50](=[O:53])[CH2:51][S:42]/[C:41]/1=[N:43]\[C:44]([NH:63]/[CH:61]=[C:21](/[C:18]1[CH:19]=[CH:20][C:15]([C:12]2[N:13]=[CH:14][N:10]([C:7]3[CH:8]=[CH:9][C:4]([O:3][C:2]([F:1])([F:30])[F:29])=[CH:5][CH:6]=3)[N:11]=2)=[CH:16][CH:17]=1)\[CH3:28])=[O:47])([CH3:33])[CH3:32]. (3) Given the reactants [OH:1][C:2]1[CH:3]=[C:4]([CH:8]([C:13]([CH3:15])=[CH2:14])[CH2:9][C:10]([OH:12])=[O:11])[CH:5]=[CH:6][CH:7]=1.O[C:17]1C=C(C(CC=C)CC(OC)=O)C=CC=1, predict the reaction product. The product is: [OH:1][C:2]1[CH:3]=[C:4]([CH:8]([C:13]([CH3:15])=[CH2:14])[CH2:9][C:10]([O:12][CH3:17])=[O:11])[CH:5]=[CH:6][CH:7]=1. (4) Given the reactants [CH3:1][O:2][C:3](=[O:28])[C@H:4]([CH2:18][C:19]1[CH:24]=[CH:23][C:22]([N+:25]([O-])=O)=[CH:21][CH:20]=1)[N:5]([C:7]([C:9]1([CH2:14][CH2:15][O:16][CH3:17])[CH2:13][CH2:12][CH2:11][CH2:10]1)=[O:8])[CH3:6].[Cl-].[NH4+].CO, predict the reaction product. The product is: [CH3:1][O:2][C:3](=[O:28])[C@H:4]([CH2:18][C:19]1[CH:20]=[CH:21][C:22]([NH2:25])=[CH:23][CH:24]=1)[N:5]([CH3:6])[C:7]([C:9]1([CH2:14][CH2:15][O:16][CH3:17])[CH2:10][CH2:11][CH2:12][CH2:13]1)=[O:8]. (5) Given the reactants C(OC([N:8]([CH2:32][C:33]1[CH:51]=[CH:50][C:36]([C:37]([O:39][CH2:40][O:41]/[N:42]=[N+:43](\[O-:49])/[N:44]([CH2:47][CH3:48])[CH2:45][CH3:46])=[O:38])=[CH:35][CH:34]=1)[S:9]([C:12]1[CH:17]=[C:16]([C:18](=[O:30])[NH:19][N:20]2[C:28]3[C:23](=[CH:24][CH:25]=[CH:26][CH:27]=3)[CH2:22][C@H:21]2[CH3:29])[CH:15]=[CH:14][C:13]=1[Cl:31])(=[O:11])=[O:10])=O)(C)(C)C, predict the reaction product. The product is: [Cl:31][C:13]1[CH:14]=[CH:15][C:16]([C:18](=[O:30])[NH:19][N:20]2[C:28]3[C:23](=[CH:24][CH:25]=[CH:26][CH:27]=3)[CH2:22][C@H:21]2[CH3:29])=[CH:17][C:12]=1[S:9]([NH:8][CH2:32][C:33]1[CH:34]=[CH:35][C:36]([C:37]([O:39][CH2:40][O:41]/[N:42]=[N+:43](\[O-:49])/[N:44]([CH2:45][CH3:46])[CH2:47][CH3:48])=[O:38])=[CH:50][CH:51]=1)(=[O:11])=[O:10]. (6) Given the reactants [CH3:1][C:2]1[CH:7]=[CH:6][CH:5]=[C:4]([CH3:8])[C:3]=1[OH:9].CC([O-])(C)C.[K+].C1COCC1.ClC1C=CC=CC=1OCCC(O)=O.[C:34](#[N:37])[CH:35]=[CH2:36], predict the reaction product. The product is: [CH3:1][C:2]1[CH:7]=[CH:6][CH:5]=[C:4]([CH3:8])[C:3]=1[O:9][CH2:36][CH2:35][C:34]#[N:37]. (7) Given the reactants [I:1][C:2]1[CH:7]=[CH:6][C:5]([O:8][CH3:9])=[CH:4][C:3]=1[S:10][C:11]1[NH:12][C:13]2[CH:18]=[CH:17][N:16]=[C:15]([NH2:19])[C:14]=2[N:20]=1.Br[CH2:22][CH2:23][CH2:24][C:25]#[N:26].C([O-])([O-])=O.[Cs+].[Cs+], predict the reaction product. The product is: [NH2:19][C:15]1[C:14]2[N:20]=[C:11]([S:10][C:3]3[CH:4]=[C:5]([O:8][CH3:9])[CH:6]=[CH:7][C:2]=3[I:1])[N:12]([CH2:22][CH2:23][CH2:24][C:25]#[N:26])[C:13]=2[CH:18]=[CH:17][N:16]=1. (8) Given the reactants [SH:1][C:2]1[NH:3][C:4]2[CH:10]=[C:9]([O:11][C:12]([F:15])([F:14])[F:13])[CH:8]=[CH:7][C:5]=2[N:6]=1.[H-].[Na+].[N+]([C:21]1[O:25][C:24]([CH:26]=[O:27])=[CH:23][CH:22]=1)([O-])=O, predict the reaction product. The product is: [F:14][C:12]([F:15])([F:13])[O:11][C:9]1[CH:8]=[CH:7][C:5]2[NH:6][C:2]([S:1][C:21]3[O:25][C:24]([CH:26]=[O:27])=[CH:23][CH:22]=3)=[N:3][C:4]=2[CH:10]=1. (9) Given the reactants [N:1]1[C:5]2[CH:6]=[CH:7][CH:8]=[N:9][C:4]=2[NH:3][CH:2]=1.Br[CH2:11][C:12]([O:14][CH2:15][C:16]1[CH:21]=[CH:20][CH:19]=[CH:18][CH:17]=1)=[O:13].C(=O)([O-])[O-].[Cs+].[Cs+], predict the reaction product. The product is: [CH2:15]([O:14][C:12](=[O:13])[CH2:11][N:3]1[C:4]2=[N:9][CH:8]=[CH:7][CH:6]=[C:5]2[N:1]=[CH:2]1)[C:16]1[CH:21]=[CH:20][CH:19]=[CH:18][CH:17]=1. (10) Given the reactants S(Cl)([Cl:4])(=O)=O.[CH3:6][N:7]1[C:11]([CH3:12])=[N:10][N:9]=[C:8]1[C:13]1[CH:18]=[CH:17][N:16]=[CH:15][CH:14]=1.C([O-])(O)=O.[Na+], predict the reaction product. The product is: [Cl:4][CH2:12][C:11]1[N:7]([CH3:6])[C:8]([C:13]2[CH:18]=[CH:17][N:16]=[CH:15][CH:14]=2)=[N:9][N:10]=1.